This data is from Reaction yield outcomes from USPTO patents with 853,638 reactions. The task is: Predict the reaction yield, written as a fraction of the theoretical maximum amount of product (1.0 means a 100% yield; for example, 0.34 means a 34% yield). (1) The reactants are [CH:1]([C:3]1[N:4]([C:8]2[CH:15]=[C:14]([N+:16]([O-:18])=[O:17])[CH:13]=[CH:12][C:9]=2[C:10]#[N:11])[CH:5]=[CH:6][N:7]=1)=[O:2].[CH2:19](O)[CH2:20][OH:21].O.C1(C)C=CC(S(O)(=O)=O)=CC=1.C1C=CC=CC=1.[OH-].[Na+]. No catalyst specified. The product is [O:2]1[CH2:19][CH2:20][O:21][CH:1]1[CH:3]1[NH:7][CH2:6][CH2:5][N:4]1[C:8]1[CH:15]=[C:14]([N+:16]([O-:18])=[O:17])[CH:13]=[CH:12][C:9]=1[C:10]#[N:11]. The yield is 0.660. (2) The reactants are [NH2:1][CH2:2][CH2:3][C:4]1([CH:12]2[CH2:16][CH2:15][CH2:14][CH2:13]2)[O:9][C:8](=[O:10])[CH2:7][C:6](=[O:11])[CH2:5]1.[O:17]1[CH:21]=[CH:20][CH:19]=[C:18]1[CH2:22][CH2:23][C:24](O)=[O:25].CN(C(ON1N=NC2C=CC=NC1=2)=[N+](C)C)C.F[P-](F)(F)(F)(F)F. The catalyst is CN(C=O)C. The product is [CH:12]1([C:4]2([CH2:3][CH2:2][NH:1][C:24](=[O:25])[CH2:23][CH2:22][C:18]3[O:17][CH:21]=[CH:20][CH:19]=3)[CH2:5][C:6](=[O:11])[CH2:7][C:8](=[O:10])[O:9]2)[CH2:16][CH2:15][CH2:14][CH2:13]1. The yield is 0.190. (3) The reactants are Cl[C:2]1[N:7]=[C:6]2[N:8]=[C:9]([CH2:11][CH3:12])[NH:10][C:5]2=[C:4]([CH3:13])[CH:3]=1.[BrH:14].CC(O)=O.[NH4+].[OH-].Br. No catalyst specified. The product is [Br:14][C:2]1[N:7]=[C:6]2[N:8]=[C:9]([CH2:11][CH3:12])[NH:10][C:5]2=[C:4]([CH3:13])[CH:3]=1. The yield is 0.600. (4) The reactants are [Br:1][C:2]1[C:3]([CH2:9][O:10][Si:11]([C:14]([CH3:17])([CH3:16])[CH3:15])([CH3:13])[CH3:12])=[C:4]([CH:6]=[CH:7][CH:8]=1)[NH2:5].[NH2:18][C:19]1[CH:27]=[CH:26][C:25]([F:28])=[CH:24][C:20]=1[C:21](O)=[O:22].[CH:29](OC)(OC)OC. The catalyst is C1COCC1. The product is [Br:1][C:2]1[C:3]([CH2:9][O:10][Si:11]([C:14]([CH3:17])([CH3:16])[CH3:15])([CH3:12])[CH3:13])=[C:4]([N:5]2[C:21](=[O:22])[C:20]3[C:19](=[CH:27][CH:26]=[C:25]([F:28])[CH:24]=3)[N:18]=[CH:29]2)[CH:6]=[CH:7][CH:8]=1. The yield is 0.250. (5) The reactants are [Cl:1][C:2]1[CH:7]=[C:6]([CH:8]([C:10]2[CH:15]=[C:14]([F:16])[CH:13]=[CH:12][C:11]=2[F:17])O)[C:5]([Cl:18])=[CH:4][N:3]=1.CN(C)C=O.[Cl:24][C:25]1[CH:30]=[CH:29][C:28]([SH:31])=[CH:27][CH:26]=1.C(=O)([O-])[O-].[K+].[K+]. The catalyst is S(Cl)(Cl)=O.CCOCC.CCCCCC. The product is [Cl:1][C:2]1[CH:7]=[C:6]([CH:8]([S:31][C:28]2[CH:29]=[CH:30][C:25]([Cl:24])=[CH:26][CH:27]=2)[C:10]2[CH:15]=[C:14]([F:16])[CH:13]=[CH:12][C:11]=2[F:17])[C:5]([Cl:18])=[CH:4][N:3]=1. The yield is 0.580.